This data is from NCI-60 drug combinations with 297,098 pairs across 59 cell lines. The task is: Regression. Given two drug SMILES strings and cell line genomic features, predict the synergy score measuring deviation from expected non-interaction effect. Drug 1: CN(C)N=NC1=C(NC=N1)C(=O)N. Drug 2: CCCCCOC(=O)NC1=NC(=O)N(C=C1F)C2C(C(C(O2)C)O)O. Cell line: U251. Synergy scores: CSS=0.360, Synergy_ZIP=-3.75, Synergy_Bliss=-5.56, Synergy_Loewe=-8.02, Synergy_HSA=-4.74.